Predict the reactants needed to synthesize the given product. From a dataset of Full USPTO retrosynthesis dataset with 1.9M reactions from patents (1976-2016). (1) Given the product [I:8][C:7]1[C:2]([O:1][CH3:14])=[N:3][CH:4]=[C:5]([N+:9]([O-:11])=[O:10])[CH:6]=1, predict the reactants needed to synthesize it. The reactants are: [OH:1][C:2]1[C:7]([I:8])=[CH:6][C:5]([N+:9]([O-:11])=[O:10])=[CH:4][N:3]=1.CI.[C:14](=O)([O-])[O-].[K+].[K+]. (2) Given the product [CH2:16]([O:1][C:2]1[CH:3]=[C:4]([CH:7]=[CH:8][CH:9]=1)[CH:5]=[O:6])[CH2:17][CH2:18][CH3:19], predict the reactants needed to synthesize it. The reactants are: [OH:1][C:2]1[CH:3]=[C:4]([CH:7]=[CH:8][CH:9]=1)[CH:5]=[O:6].C(=O)([O-])[O-].[K+].[K+].[CH2:16](Br)[CH2:17][CH2:18][CH3:19]. (3) Given the product [NH2:45][C:24]1[C:21]2[C:20](=[CH:19][C:18]([CH2:17][N:14]3[CH2:15][CH2:16][NH:11][C@@H:12]([CH2:41][CH2:42][S:43][CH3:44])[C:13]3=[O:40])=[CH:23][CH:22]=2)[N:26]=[CH:27][N:25]=1, predict the reactants needed to synthesize it. The reactants are: C(OC([N:11]1[CH2:16][CH2:15][N:14]([CH2:17][C:18]2[CH:23]=[CH:22][C:21]([C:24]#[N:25])=[C:20]([N:26]=[C:27](C3C=CC=CC=3)C3C=CC=CC=3)[CH:19]=2)[C:13](=[O:40])[C@@H:12]1[CH2:41][CH2:42][S:43][CH3:44])=O)C1C=CC=CC=1.[N:45]1C=NC=NC=1.C(O)(=O)C. (4) Given the product [I:1][C:2]1[CH:3]=[C:4]([NH:5][S:10]([CH3:9])(=[O:12])=[O:11])[CH:6]=[CH:7][CH:8]=1, predict the reactants needed to synthesize it. The reactants are: [I:1][C:2]1[CH:3]=[C:4]([CH:6]=[CH:7][CH:8]=1)[NH2:5].[CH3:9][S:10](O[S:10]([CH3:9])(=[O:12])=[O:11])(=[O:12])=[O:11].NC1C=CC=CC=1. (5) Given the product [CH3:1][O:2][CH2:3][CH2:4][S:5][C:6]1[CH:14]=[CH:13][CH:12]=[CH:11][C:7]=1[CH2:8][NH2:10], predict the reactants needed to synthesize it. The reactants are: [CH3:1][O:2][CH2:3][CH2:4][S:5][C:6]1[CH:14]=[CH:13][CH:12]=[CH:11][C:7]=1[C:8]([NH2:10])=O.[H-].[Al+3].[Li+].[H-].[H-].[H-]. (6) Given the product [ClH:18].[NH:8]1[CH2:13][CH2:12][CH2:11][C@H:10]([C:14]([OH:16])=[O:15])[CH2:9]1, predict the reactants needed to synthesize it. The reactants are: C(OC([N:8]1[CH2:13][CH2:12][CH2:11][C@H:10]([C:14]([OH:16])=[O:15])[CH2:9]1)=O)(C)(C)C.C(Cl)[Cl:18].